Task: Regression. Given two drug SMILES strings and cell line genomic features, predict the synergy score measuring deviation from expected non-interaction effect.. Dataset: NCI-60 drug combinations with 297,098 pairs across 59 cell lines (1) Drug 1: CC1C(C(=O)NC(C(=O)N2CCCC2C(=O)N(CC(=O)N(C(C(=O)O1)C(C)C)C)C)C(C)C)NC(=O)C3=C4C(=C(C=C3)C)OC5=C(C(=O)C(=C(C5=N4)C(=O)NC6C(OC(=O)C(N(C(=O)CN(C(=O)C7CCCN7C(=O)C(NC6=O)C(C)C)C)C)C(C)C)C)N)C. Drug 2: C1CC(C1)(C(=O)O)C(=O)O.[NH2-].[NH2-].[Pt+2]. Cell line: NCI/ADR-RES. Synergy scores: CSS=8.23, Synergy_ZIP=-5.24, Synergy_Bliss=-5.93, Synergy_Loewe=-3.37, Synergy_HSA=-3.35. (2) Drug 1: CC1C(C(=O)NC(C(=O)N2CCCC2C(=O)N(CC(=O)N(C(C(=O)O1)C(C)C)C)C)C(C)C)NC(=O)C3=C4C(=C(C=C3)C)OC5=C(C(=O)C(=C(C5=N4)C(=O)NC6C(OC(=O)C(N(C(=O)CN(C(=O)C7CCCN7C(=O)C(NC6=O)C(C)C)C)C)C(C)C)C)N)C. Cell line: UACC-257. Synergy scores: CSS=5.74, Synergy_ZIP=-4.42, Synergy_Bliss=-1.54, Synergy_Loewe=-1.91, Synergy_HSA=-1.62. Drug 2: CN(CCCl)CCCl.Cl. (3) Drug 1: CC1CCC2CC(C(=CC=CC=CC(CC(C(=O)C(C(C(=CC(C(=O)CC(OC(=O)C3CCCCN3C(=O)C(=O)C1(O2)O)C(C)CC4CCC(C(C4)OC)O)C)C)O)OC)C)C)C)OC. Drug 2: C1=NNC2=C1C(=O)NC=N2. Cell line: DU-145. Synergy scores: CSS=11.5, Synergy_ZIP=-0.950, Synergy_Bliss=5.28, Synergy_Loewe=-7.41, Synergy_HSA=-0.289. (4) Drug 1: CC1=C(C(CCC1)(C)C)C=CC(=CC=CC(=CC(=O)O)C)C. Drug 2: CC(C)NC(=O)C1=CC=C(C=C1)CNNC.Cl. Cell line: HT29. Synergy scores: CSS=7.96, Synergy_ZIP=0.144, Synergy_Bliss=2.48, Synergy_Loewe=1.92, Synergy_HSA=2.90. (5) Drug 1: C1=CC=C(C=C1)NC(=O)CCCCCCC(=O)NO. Drug 2: C1CN1C2=NC(=NC(=N2)N3CC3)N4CC4. Cell line: HCT116. Synergy scores: CSS=58.5, Synergy_ZIP=-6.04, Synergy_Bliss=-7.17, Synergy_Loewe=-7.00, Synergy_HSA=-1.08. (6) Drug 1: C1=CN(C(=O)N=C1N)C2C(C(C(O2)CO)O)O.Cl. Drug 2: CC(C)NC(=O)C1=CC=C(C=C1)CNNC.Cl. Cell line: NCI-H460. Synergy scores: CSS=38.2, Synergy_ZIP=-2.25, Synergy_Bliss=0.647, Synergy_Loewe=-22.7, Synergy_HSA=0.309. (7) Drug 1: CN1CCC(CC1)COC2=C(C=C3C(=C2)N=CN=C3NC4=C(C=C(C=C4)Br)F)OC. Drug 2: C1C(C(OC1N2C=NC(=NC2=O)N)CO)O. Cell line: T-47D. Synergy scores: CSS=7.10, Synergy_ZIP=0.931, Synergy_Bliss=7.53, Synergy_Loewe=-0.513, Synergy_HSA=2.54. (8) Drug 1: CN1CCC(CC1)COC2=C(C=C3C(=C2)N=CN=C3NC4=C(C=C(C=C4)Br)F)OC. Drug 2: CC1C(C(CC(O1)OC2CC(CC3=C2C(=C4C(=C3O)C(=O)C5=C(C4=O)C(=CC=C5)OC)O)(C(=O)C)O)N)O.Cl. Cell line: PC-3. Synergy scores: CSS=22.4, Synergy_ZIP=-1.09, Synergy_Bliss=6.62, Synergy_Loewe=3.99, Synergy_HSA=8.16. (9) Drug 1: CC1=C(C(=O)C2=C(C1=O)N3CC4C(C3(C2COC(=O)N)OC)N4)N. Drug 2: COC1=C2C(=CC3=C1OC=C3)C=CC(=O)O2. Cell line: HCT-15. Synergy scores: CSS=28.9, Synergy_ZIP=-10.2, Synergy_Bliss=-6.36, Synergy_Loewe=-47.0, Synergy_HSA=-7.06.